Dataset: Peptide-MHC class II binding affinity with 134,281 pairs from IEDB. Task: Regression. Given a peptide amino acid sequence and an MHC pseudo amino acid sequence, predict their binding affinity value. This is MHC class II binding data. (1) The peptide sequence is AFKMAATAANAAPAN. The MHC is DRB1_0901 with pseudo-sequence DRB1_0901. The binding affinity (normalized) is 0.701. (2) The peptide sequence is IAAMMTSPLSVASMT. The MHC is HLA-DQA10101-DQB10501 with pseudo-sequence HLA-DQA10101-DQB10501. The binding affinity (normalized) is 0.287. (3) The peptide sequence is APTGMFVAAAKYMVI. The MHC is HLA-DQA10104-DQB10503 with pseudo-sequence HLA-DQA10104-DQB10503. The binding affinity (normalized) is 0.269. (4) The peptide sequence is RTITADTFRKLFRVY. The MHC is DRB1_0802 with pseudo-sequence DRB1_0802. The binding affinity (normalized) is 0.383. (5) The peptide sequence is CTMLVCGDDLVVICESAGVQ. The MHC is DRB1_0301 with pseudo-sequence DRB1_0301. The binding affinity (normalized) is 0.366. (6) The peptide sequence is VKQNTLKLATGMRNV. The MHC is DRB1_1302 with pseudo-sequence DRB1_1302. The binding affinity (normalized) is 0.580. (7) The peptide sequence is YCKFLANVSTVLTGK. The MHC is DRB1_0802 with pseudo-sequence DRB1_0802. The binding affinity (normalized) is 0.762. (8) The peptide sequence is PSPSMGRDIKVQFQS. The MHC is HLA-DQA10102-DQB10502 with pseudo-sequence HLA-DQA10102-DQB10502. The binding affinity (normalized) is 0.0703. (9) The peptide sequence is AAFTSSSKAATAKAP. The MHC is DRB1_0802 with pseudo-sequence DRB1_0802. The binding affinity (normalized) is 0.598.